Predict the product of the given reaction. From a dataset of Forward reaction prediction with 1.9M reactions from USPTO patents (1976-2016). (1) Given the reactants [CH3:1][S:2](Cl)(=[O:4])=[O:3].[CH2:6]([O:8][CH:9]([O:19][CH2:20][CH3:21])[C:10]1[CH:11]=[C:12]([CH2:16][CH2:17][OH:18])[CH:13]=[CH:14][CH:15]=1)[CH3:7].C(N(CC)CC)C, predict the reaction product. The product is: [CH3:1][S:2]([O:18][CH2:17][CH2:16][C:12]1[CH:13]=[CH:14][CH:15]=[C:10]([CH:9]([O:8][CH2:6][CH3:7])[O:19][CH2:20][CH3:21])[CH:11]=1)(=[O:4])=[O:3]. (2) The product is: [C:1]([C:3]1[CH:4]=[C:5]([C:9]#[C:10][C:11]2[CH:12]=[N:13][N:14]([CH2:16][CH2:17][C@@:18]([CH3:33])([S:29]([CH3:32])(=[O:30])=[O:31])[C:19]([NH:21][OH:22])=[O:20])[CH:15]=2)[CH:6]=[CH:7][CH:8]=1)#[N:2]. Given the reactants [C:1]([C:3]1[CH:4]=[C:5]([C:9]#[C:10][C:11]2[CH:12]=[N:13][N:14]([CH2:16][CH2:17][C@@:18]([CH3:33])([S:29]([CH3:32])(=[O:31])=[O:30])[C:19]([NH:21][O:22]C3CCCCO3)=[O:20])[CH:15]=2)[CH:6]=[CH:7][CH:8]=1)#[N:2].Cl, predict the reaction product. (3) Given the reactants [N:1]1[C:10]2[C:5](=[CH:6][CH:7]=[CH:8][CH:9]=2)[C:4]([CH2:11][NH2:12])=[CH:3][CH:2]=1.C(NC(C)C)(C)C.[Cl:20][C:21]1[C:22]([C:38]#[N:39])=[C:23]([CH:35]=[CH:36][CH:37]=1)[O:24][C:25]1[CH:30]=[CH:29][C:28]([S:31](Cl)(=[O:33])=[O:32])=[CH:27][CH:26]=1.Cl, predict the reaction product. The product is: [Cl:20][C:21]1[C:22]([C:38]#[N:39])=[C:23]([CH:35]=[CH:36][CH:37]=1)[O:24][C:25]1[CH:26]=[CH:27][C:28]([S:31]([NH:12][CH2:11][C:4]2[C:5]3[C:10](=[CH:9][CH:8]=[CH:7][CH:6]=3)[N:1]=[CH:2][CH:3]=2)(=[O:32])=[O:33])=[CH:29][CH:30]=1. (4) Given the reactants [N:1]1([CH2:8][CH2:9][N:10]2[CH2:15][CH2:14][CH:13]([NH:16][C:17]([C:19]3[NH:20][C:21]4[C:26]([CH:27]=3)=[C:25]([O:28][CH2:29][C:30]3[CH:34]=[CH:33][O:32][CH:31]=3)[CH:24]=[CH:23][CH:22]=4)=[O:18])[CH2:12][CH2:11]2)[CH2:7][CH2:6][CH2:5][CH2:4][CH2:3][CH2:2]1.Cl.Cl.Cl.NC1CCN(CCN2CC[C@H]([OH:53])[C@@H](C)C2)CC1, predict the reaction product. The product is: [OH:53][C@H:5]1[CH2:6][CH2:7][N:1]([CH2:8][CH2:9][N:10]2[CH2:11][CH2:12][CH:13]([NH:16][C:17]([C:19]3[NH:20][C:21]4[C:26]([CH:27]=3)=[C:25]([O:28][CH2:29][C:30]3[CH:34]=[CH:33][O:32][CH:31]=3)[CH:24]=[CH:23][CH:22]=4)=[O:18])[CH2:14][CH2:15]2)[CH2:2][C@@H:3]1[CH3:4]. (5) Given the reactants [NH2:1][CH2:2][C@H:3]1[CH2:8][CH2:7][N:6]([C:9]([O:11][CH2:12][C:13]2[CH:18]=[CH:17][C:16]([CH3:19])=[CH:15][CH:14]=2)=[O:10])[CH2:5][C@H:4]1[F:20].Cl[C:22]1[N:27]=[CH:26][CH:25]=[CH:24][N:23]=1.C([O-])(O)=O.[Na+], predict the reaction product. The product is: [F:20][C@H:4]1[C@@H:3]([CH2:2][NH:1][C:22]2[N:27]=[CH:26][CH:25]=[CH:24][N:23]=2)[CH2:8][CH2:7][N:6]([C:9]([O:11][CH2:12][C:13]2[CH:14]=[CH:15][C:16]([CH3:19])=[CH:17][CH:18]=2)=[O:10])[CH2:5]1.